This data is from Full USPTO retrosynthesis dataset with 1.9M reactions from patents (1976-2016). The task is: Predict the reactants needed to synthesize the given product. (1) Given the product [OH:6][C@H:5]([CH2:4][OH:3])[CH2:7][O:8][NH:9][C:10]([C:12]1[CH:13]=[C:14]2[CH:19]=[CH:18][N:17]=[CH:16][N:15]2[C:20]=1[NH:21][C:22]1[CH:27]=[CH:26][C:25]([S:28][CH3:29])=[CH:24][C:23]=1[F:30])=[O:11], predict the reactants needed to synthesize it. The reactants are: CC1(C)[O:6][C@@H:5]([CH2:7][O:8][NH:9][C:10]([C:12]2[CH:13]=[C:14]3[CH:19]=[CH:18][N:17]=[CH:16][N:15]3[C:20]=2[NH:21][C:22]2[CH:27]=[CH:26][C:25]([S:28][CH3:29])=[CH:24][C:23]=2[F:30])=[O:11])[CH2:4][O:3]1.Cl.O1CCOCC1. (2) The reactants are: C(=O)([O-])[O-].[K+].[K+].[Cl:7][C:8]1[CH:15]=[C:14]([OH:16])[CH:13]=[CH:12][C:9]=1[C:10]#[N:11].[CH2:17](Br)[C:18]1[CH:23]=[CH:22][CH:21]=[CH:20][CH:19]=1. Given the product [CH2:17]([O:16][C:14]1[CH:13]=[CH:12][C:9]([C:10]#[N:11])=[C:8]([Cl:7])[CH:15]=1)[C:18]1[CH:23]=[CH:22][CH:21]=[CH:20][CH:19]=1, predict the reactants needed to synthesize it. (3) Given the product [C:3]([O:7][C:8](=[O:15])[NH:9][C:10]([CH3:14])([CH3:13])[CH2:11][O:12][CH3:20])([CH3:6])([CH3:4])[CH3:5], predict the reactants needed to synthesize it. The reactants are: [OH-].[K+].[C:3]([O:7][C:8](=[O:15])[NH:9][C:10]([CH3:14])([CH3:13])[CH2:11][OH:12])([CH3:6])([CH3:5])[CH3:4].S(OC)(O[CH3:20])(=O)=O. (4) Given the product [Cl:16][C:7]1[N:6]=[C:5]([CH3:9])[C:4]([C:10]([O:12][CH3:13])=[O:11])=[N:3][C:2]=1[Cl:1], predict the reactants needed to synthesize it. The reactants are: [Cl:1][C:2]1[N:3]=[C:4]([C:10]([O:12][CH3:13])=[O:11])[C:5]([CH3:9])=[N+:6]([O-])[CH:7]=1.P(Cl)(Cl)([Cl:16])=O.CN(C=O)C. (5) Given the product [S:28]1[CH:29]=[CH:30][CH:31]=[C:27]1[CH:23]1[C:24](=[O:25])[NH:1][C:2]2[N:3]=[CH:4][CH:5]=[CH:6][C:7]=2[C:8]([C:10]2[S:11][CH:12]=[CH:13][CH:14]=2)=[N:22]1, predict the reactants needed to synthesize it. The reactants are: [NH2:1][C:2]1[C:7]([C:8]([C:10]2[S:11][CH:12]=[CH:13][CH:14]=2)=O)=[CH:6][CH:5]=[CH:4][N:3]=1.C([NH:22][CH:23]([C:27]1[S:28][CH:29]=[CH:30][CH:31]=1)[C:24](O)=[O:25])(OC(C)(C)C)=O.C1CCC(N=C=NC2CCCCC2)CC1. (6) Given the product [Br:1][C:2]1[CH:12]=[C:11]([F:13])[C:5]2[O:6][CH2:7][CH2:8][NH:9][C:4]=2[C:3]=1[CH3:14], predict the reactants needed to synthesize it. The reactants are: [Br:1][C:2]1[CH:12]=[C:11]([F:13])[C:5]2[O:6][CH2:7][C:8](=O)[NH:9][C:4]=2[C:3]=1[CH3:14].B. (7) Given the product [O:6]1[CH:7]=[CH:8][N:9]=[C:5]1[C:3]([C@@H:2]([NH:1][C:17](=[O:18])[C@@H:16]([CH2:20][C:21]([N:23]1[CH2:24][CH2:25][O:26][CH2:27][CH2:28]1)=[O:22])[CH2:15][C:14]([CH3:13])([CH3:33])[CH2:29][CH:30]([CH3:31])[CH3:32])[CH2:10][CH3:11])=[O:4], predict the reactants needed to synthesize it. The reactants are: [NH2:1][C@@H:2]([CH2:10][CH3:11])[C:3]([C:5]1[O:6][CH:7]=[CH:8][N:9]=1)=[O:4].Cl.[CH3:13][C:14]([CH3:33])([CH2:29][CH:30]([CH3:32])[CH3:31])[CH2:15][C@H:16]([CH2:20][C:21]([N:23]1[CH2:28][CH2:27][O:26][CH2:25][CH2:24]1)=[O:22])[C:17](O)=[O:18].